From a dataset of Forward reaction prediction with 1.9M reactions from USPTO patents (1976-2016). Predict the product of the given reaction. Given the reactants C(O)(C(F)(F)F)=O.[S:8]1[C:12]2[CH:13]=[CH:14][CH:15]=[CH:16][C:11]=2[N:10]=[C:9]1[NH:17][C:18]([C:20]1[CH:21]=[CH:22][CH:23]=[C:24]2[C:29]=1[CH2:28][N:27]([C:30]1[S:31][C:32]([CH2:38][CH2:39][CH2:40]OC3C=CC(C4C(C#N)=CSC=4)=CC=3)=[C:33]([C:35]([OH:37])=[O:36])[N:34]=1)[CH2:26][CH2:25]2)=[O:19].[OH:55][C:56]1[CH:61]=[CH:60][C:59]([C:62]2[C:63]([C:68]#[N:69])=[N:64][CH:65]=[CH:66][N:67]=2)=[CH:58][CH:57]=1, predict the reaction product. The product is: [S:8]1[C:12]2[CH:13]=[CH:14][CH:15]=[CH:16][C:11]=2[N:10]=[C:9]1[NH:17][C:18]([C:20]1[CH:21]=[CH:22][CH:23]=[C:24]2[C:29]=1[CH2:28][N:27]([C:30]1[S:31][C:32]([CH2:38][CH2:39][CH2:40][O:55][C:56]3[CH:57]=[CH:58][C:59]([C:62]4[C:63]([C:68]#[N:69])=[N:64][CH:65]=[CH:66][N:67]=4)=[CH:60][CH:61]=3)=[C:33]([C:35]([OH:37])=[O:36])[N:34]=1)[CH2:26][CH2:25]2)=[O:19].